Regression/Classification. Given a drug SMILES string, predict its toxicity properties. Task type varies by dataset: regression for continuous values (e.g., LD50, hERG inhibition percentage) or binary classification for toxic/non-toxic outcomes (e.g., AMES mutagenicity, cardiotoxicity, hepatotoxicity). Dataset: ld50_zhu. From a dataset of Acute oral toxicity (LD50) regression data from Zhu et al.. (1) The drug is C=CCOC1CC2CC1CC2OCC=C. The rat oral LD50 is 1.75, given as -log10 of the dose in mol/kg body weight (higher means more acutely toxic). (2) The compound is O=C1CN2CCOC2(c2ccccc2F)c2cc(Br)ccc2N1. The rat oral LD50 is 2.12, given as -log10 of the dose in mol/kg body weight (higher means more acutely toxic). (3) The drug is NS(=O)(=O)Cc1noc2ccccc12. The rat oral LD50 is 2.03, given as -log10 of the dose in mol/kg body weight (higher means more acutely toxic). (4) The rat oral LD50 is 4.66, given as -log10 of the dose in mol/kg body weight (higher means more acutely toxic). The compound is CCOP(=O)(CC)Sc1ccc(Cl)cc1. (5) The compound is CC(CCC(=O)O)C1CCC2C3CCC4CC(O)CCC4(C)C3CC(O)C12C. The rat oral LD50 is 2.59, given as -log10 of the dose in mol/kg body weight (higher means more acutely toxic).